From a dataset of Forward reaction prediction with 1.9M reactions from USPTO patents (1976-2016). Predict the product of the given reaction. (1) Given the reactants [Cl:1][C:2]1[C:10]2[O:9][CH:8]([CH2:11][NH:12][C:13](=[O:19])[O:14][C:15]([CH3:18])([CH3:17])[CH3:16])[CH2:7][C:6]=2[CH:5]=[C:4](B2OC(C)(C)C(C)(C)O2)[CH:3]=1.C(=O)(O)[O-:30].[Na+].OO.O, predict the reaction product. The product is: [Cl:1][C:2]1[C:10]2[O:9][CH:8]([CH2:11][NH:12][C:13](=[O:19])[O:14][C:15]([CH3:18])([CH3:17])[CH3:16])[CH2:7][C:6]=2[CH:5]=[C:4]([OH:30])[CH:3]=1. (2) Given the reactants O=[C:2]1[CH2:7][CH2:6][N:5]([C:8]([O:10][C:11]([CH3:14])([CH3:13])[CH3:12])=[O:9])[CH2:4][CH2:3]1.Cl.Cl.[N:17]1[C:18]([CH2:26][CH2:27][NH2:28])=[CH:19][N:20]2[CH:25]=[CH:24][CH:23]=[CH:22][C:21]=12.[CH2:29]1CCN2C(=NCCC2)CC1.C(O[BH-](OC(=O)C)OC(=O)C)(=O)C.[Na+], predict the reaction product. The product is: [CH2:29]1[C:19]2[N:20]3[CH:25]=[CH:24][CH:23]=[CH:22][C:21]3=[N:17][C:18]=2[CH2:26][CH2:27][N:28]1[CH:2]1[CH2:7][CH2:6][N:5]([C:8]([O:10][C:11]([CH3:14])([CH3:13])[CH3:12])=[O:9])[CH2:4][CH2:3]1. (3) Given the reactants [CH2:1]([CH:3]1[O:5][CH2:4]1)Br.[OH:6][C:7]1[CH:12]=[CH:11][CH:10]=[CH:9][C:8]=1[NH:13][C:14]([NH2:16])=[O:15].C(=O)([O-])[O-].[Cs+].[Cs+], predict the reaction product. The product is: [O:5]1[CH2:4][CH:3]1[CH2:1][O:6][C:7]1[CH:12]=[CH:11][CH:10]=[CH:9][C:8]=1[NH:13][C:14]([NH2:16])=[O:15]. (4) Given the reactants C1(S(C2(SC)[CH2:15][C@H:14]3[C@:12]([C:16]4[C:25]5[C:20](=[CH:21][CH:22]=[CH:23][CH:24]=5)[CH:19]=[CH:18][CH:17]=4)([CH2:13]3)[CH2:11]2)(=O)=O)C=CC=CC=1.[CH3:28][OH:29].Cl, predict the reaction product. The product is: [C:16]1([C@:12]23[CH2:13][C@H:14]2[CH2:15][C:28](=[O:29])[CH2:11]3)[C:25]2[C:20](=[CH:21][CH:22]=[CH:23][CH:24]=2)[CH:19]=[CH:18][CH:17]=1. (5) Given the reactants [CH3:1][O:2][C:3](=[O:13])[CH2:4][C:5]1[CH:10]=[CH:9][CH:8]=[C:7]([O:11][CH3:12])[CH:6]=1.[Br:14]N1C(=O)CCC1=O.CC(N=NC(C#N)(C)C)(C#N)C, predict the reaction product. The product is: [Br:14][CH:4]([C:5]1[CH:10]=[CH:9][CH:8]=[C:7]([O:11][CH3:12])[CH:6]=1)[C:3]([O:2][CH3:1])=[O:13].